From a dataset of Full USPTO retrosynthesis dataset with 1.9M reactions from patents (1976-2016). Predict the reactants needed to synthesize the given product. (1) Given the product [Br:18][CH2:14][C:13]1[C:9]([C:3]2[C:2]([Cl:1])=[CH:7][CH:6]=[CH:5][C:4]=2[Cl:8])=[N:10][O:11][C:12]=1[CH3:16], predict the reactants needed to synthesize it. The reactants are: [Cl:1][C:2]1[CH:7]=[CH:6][CH:5]=[C:4]([Cl:8])[C:3]=1[C:9]1[C:13]([CH2:14]O)=[C:12]([CH3:16])[O:11][N:10]=1.C(Br)(Br)(Br)[Br:18].C1C=CC(P(C2C=CC=CC=2)C2C=CC=CC=2)=CC=1. (2) Given the product [CH3:3][C:4]1[CH:9]=[C:8]([C:10]2[CH:11]=[CH:12][C:13]3[N:20]4[CH2:21][C@H:16]([CH2:17][CH2:18][CH2:19]4)[N:15]([C:30]([NH:29][C:24]4[CH:25]=[CH:26][CH:27]=[CH:28][N:23]=4)=[O:40])[C:14]=3[N:22]=2)[CH:7]=[CH:6][N:5]=1, predict the reactants needed to synthesize it. The reactants are: [H-].[Na+].[CH3:3][C:4]1[CH:9]=[C:8]([C:10]2[CH:11]=[CH:12][C:13]3[N:20]4[CH2:21][C@H:16]([CH2:17][CH2:18][CH2:19]4)[NH:15][C:14]=3[N:22]=2)[CH:7]=[CH:6][N:5]=1.[N:23]1[CH:28]=[CH:27][CH:26]=[CH:25][C:24]=1[N:29]1C(=O)N2C=CC=CC2=N[C:30]1=[O:40]. (3) The reactants are: C(OC([N:8]1[CH2:12][C@@H:11]([CH2:13][N:14]([CH:31]([CH3:33])[CH3:32])[C:15](=[O:30])[C:16]2[CH:21]=[CH:20][C:19]([O:22][CH3:23])=[C:18]([O:24][CH2:25][CH2:26][CH2:27][O:28][CH3:29])[CH:17]=2)[C@H:10]([NH2:34])[CH2:9]1)=O)(C)(C)C.[CH2:35]([N:42]([CH:47]1[CH2:49][CH2:48]1)[C:43](=[O:46])[CH2:44]Cl)[C:36]1[CH:41]=[CH:40][CH:39]=[CH:38][CH:37]=1.[Cl-].CC#N.O. Given the product [CH2:35]([N:42]([CH:47]1[CH2:49][CH2:48]1)[C:43]([CH2:44][NH:34][C@@H:10]1[CH2:9][NH:8][CH2:12][C@H:11]1[CH2:13][N:14]([CH:31]([CH3:33])[CH3:32])[C:15](=[O:30])[C:16]1[CH:21]=[CH:20][C:19]([O:22][CH3:23])=[C:18]([O:24][CH2:25][CH2:26][CH2:27][O:28][CH3:29])[CH:17]=1)=[O:46])[C:36]1[CH:41]=[CH:40][CH:39]=[CH:38][CH:37]=1, predict the reactants needed to synthesize it. (4) Given the product [CH3:8][C:2]([C:9]1[CH:10]=[CH:11][N:12]=[CH:13][CH:14]=1)([CH3:1])[CH2:3][OH:4], predict the reactants needed to synthesize it. The reactants are: [CH3:1][C:2]([C:9]1[CH:14]=[CH:13][N:12]=[CH:11][CH:10]=1)([CH3:8])[C:3](OCC)=[O:4].[H-].C([Al+]CC(C)C)C(C)C.Cl. (5) The reactants are: [CH:1]1[C:13]2[CH:12]([CH2:14][O:15][C:16]([NH:18][CH:19]([CH:24]([C:26]3[C:34]4[C:29](=[CH:30][CH:31]=[CH:32][CH:33]=4)[NH:28][CH:27]=3)[CH3:25])[C:20]([O:22]C)=[O:21])=[O:17])[C:11]3[C:6](=[CH:7][CH:8]=[CH:9][CH:10]=3)[C:5]=2[CH:4]=[CH:3][CH:2]=1.Cl.O.C(OCC)(=O)C.CCCCCC. Given the product [CH:1]1[C:13]2[CH:12]([CH2:14][O:15][C:16]([NH:18][CH:19]([CH:24]([C:26]3[C:34]4[C:29](=[CH:30][CH:31]=[CH:32][CH:33]=4)[NH:28][CH:27]=3)[CH3:25])[C:20]([OH:22])=[O:21])=[O:17])[C:11]3[C:6](=[CH:7][CH:8]=[CH:9][CH:10]=3)[C:5]=2[CH:4]=[CH:3][CH:2]=1, predict the reactants needed to synthesize it.